This data is from Catalyst prediction with 721,799 reactions and 888 catalyst types from USPTO. The task is: Predict which catalyst facilitates the given reaction. Reactant: [BH4-].[Na+].[C:3]([C:6]1[CH:7]=[CH:8][C:9](/[C:14](/[C:33]2[CH:38]=[CH:37][C:36]([C:39]([CH3:42])([CH3:41])[CH3:40])=[CH:35][CH:34]=2)=[CH:15]/[C@@H:16]2[N:20]([CH2:21][C:22]3[CH:27]=[CH:26][C:25]([O:28][CH3:29])=[CH:24][C:23]=3[O:30][CH3:31])[C:19](=[O:32])[CH2:18][CH2:17]2)=[N:10][C:11]=1[O:12][CH3:13])(=[O:5])[CH3:4].O. Product: [C:39]([C:36]1[CH:37]=[CH:38][C:33](/[C:14](/[C:9]2[CH:8]=[CH:7][C:6]([CH:3]([OH:5])[CH3:4])=[C:11]([O:12][CH3:13])[N:10]=2)=[CH:15]\[C@@H:16]2[N:20]([CH2:21][C:22]3[CH:27]=[CH:26][C:25]([O:28][CH3:29])=[CH:24][C:23]=3[O:30][CH3:31])[C:19](=[O:32])[CH2:18][CH2:17]2)=[CH:34][CH:35]=1)([CH3:40])([CH3:41])[CH3:42]. The catalyst class is: 5.